From a dataset of Retrosynthesis with 50K atom-mapped reactions and 10 reaction types from USPTO. Predict the reactants needed to synthesize the given product. (1) Given the product COCOCc1coc(-c2ccccc2)n1, predict the reactants needed to synthesize it. The reactants are: COCCl.OCc1coc(-c2ccccc2)n1. (2) Given the product COC(=O)c1c(Br)cccc1CBr, predict the reactants needed to synthesize it. The reactants are: COC(=O)c1c(C)cccc1Br.O=C1CCC(=O)N1Br. (3) Given the product COCCCOC(=O)c1cnccc1S(=O)(=O)C1CCOC1C, predict the reactants needed to synthesize it. The reactants are: CC1OCCC1S(=O)(=O)c1ccncc1C(=O)O.COCCCBr. (4) The reactants are: C[C@]12CC(=O)[C@H]3[C@@H](CCC4=CC(=O)C=C[C@@]43C)[C@@H]1CC[C@]2(O)C(=O)CO. Given the product C[C@]12C[C@H](O)[C@H]3[C@@H](CCC4=CC(=O)C=C[C@@]43C)[C@@H]1CC[C@]2(O)C(=O)CO, predict the reactants needed to synthesize it. (5) Given the product O=C(NCc1ccco1)c1cc([N+](=O)[O-])ccc1F, predict the reactants needed to synthesize it. The reactants are: NCc1ccco1.O=C(O)c1cc([N+](=O)[O-])ccc1F. (6) Given the product CCOC(=O)CC1(c2ccc(OCc3ccc(-c4ccccc4)cc3)cc2)COC1, predict the reactants needed to synthesize it. The reactants are: CCOC(=O)CC1(c2ccc(OCc3cccc(-c4ccc(C(F)(F)F)cc4)c3)cc2)COC1. (7) Given the product CCOC(=O)c1cccc(Nc2nc(-n3cnc4ccccc43)c3nc[nH]c3n2)c1, predict the reactants needed to synthesize it. The reactants are: CCOC(=O)c1cccc(N)c1.Clc1nc(-n2cnc3ccccc32)c2nc[nH]c2n1.